This data is from Full USPTO retrosynthesis dataset with 1.9M reactions from patents (1976-2016). The task is: Predict the reactants needed to synthesize the given product. (1) The reactants are: [C:1]([C:3]1[CH:8]=[CH:7][C:6]([CH:9]2[CH2:14][C:13](=[O:15])[N:12]([C:16]3[CH:21]=[CH:20][CH:19]=[C:18]([C:22]([F:25])([F:24])[F:23])[CH:17]=3)[C:11]([CH3:26])=[C:10]2[C:27]([OH:29])=[O:28])=[CH:5][CH:4]=1)#[N:2].[CH:30]1N=[CH:33][N:32]([C:35](N2C=NC=C2)=O)[CH:31]=1.CN(C)CCO.C(N(CC)CC)C. Given the product [C:1]([C:3]1[CH:4]=[CH:5][C:6]([CH:9]2[CH2:14][C:13](=[O:15])[N:12]([C:16]3[CH:21]=[CH:20][CH:19]=[C:18]([C:22]([F:24])([F:25])[F:23])[CH:17]=3)[C:11]([CH3:26])=[C:10]2[C:27]([O:29][CH2:30][CH2:31][N:32]([CH3:35])[CH3:33])=[O:28])=[CH:7][CH:8]=1)#[N:2], predict the reactants needed to synthesize it. (2) The reactants are: [F:1][C:2]1[CH:7]=[CH:6][C:5]([CH2:8][CH:9]([C:13]2[CH:18]=[CH:17][C:16]([S:19]([CH3:22])(=[O:21])=[O:20])=[CH:15][CH:14]=2)[C:10](O)=[O:11])=[CH:4][CH:3]=1.[C:23]([SiH2:27][O:28][C:29]([CH3:41])([CH3:40])[C:30]1[CH:39]=[CH:38][C:33]2[N:34]=[C:35]([NH2:37])[O:36][C:32]=2[CH:31]=1)([CH3:26])([CH3:25])[CH3:24].CCN=C=NCCCN(C)C.Cl. Given the product [C:23]([SiH2:27][O:28][C:29]([CH3:41])([CH3:40])[C:30]1[CH:39]=[CH:38][C:33]2[N:34]=[C:35]([NH:37][C:10](=[O:11])[CH:9]([C:13]3[CH:14]=[CH:15][C:16]([S:19]([CH3:22])(=[O:20])=[O:21])=[CH:17][CH:18]=3)[CH2:8][C:5]3[CH:6]=[CH:7][C:2]([F:1])=[CH:3][CH:4]=3)[O:36][C:32]=2[CH:31]=1)([CH3:26])([CH3:24])[CH3:25], predict the reactants needed to synthesize it. (3) Given the product [Si:43]([O:42][C@H:3]1[C@H:2]([NH:1][C:57](=[O:58])[CH2:56][N:53]2[CH2:54][CH2:55][O:50][CH2:51][CH2:52]2)[CH2:7][CH2:6][N:5]([C:8]2[CH:13]=[C:12]([C:14]#[N:15])[CH:11]=[C:10]([NH:16][C:17]3[N:22]=[C:21]([N:23]([CH:33]4[CH2:34][CH2:35]4)[CH2:24][C:25]4[CH:26]=[CH:27][C:28]([O:31][CH3:32])=[CH:29][CH:30]=4)[C:20]4=[N:36][CH:37]=[C:38]([C:39]#[N:40])[N:19]4[N:18]=3)[C:9]=2[Cl:41])[CH2:4]1)([C:46]([CH3:49])([CH3:48])[CH3:47])([CH3:45])[CH3:44], predict the reactants needed to synthesize it. The reactants are: [NH2:1][C@@H:2]1[CH2:7][CH2:6][N:5]([C:8]2[C:9]([Cl:41])=[C:10]([NH:16][C:17]3[N:22]=[C:21]([N:23]([CH:33]4[CH2:35][CH2:34]4)[CH2:24][C:25]4[CH:30]=[CH:29][C:28]([O:31][CH3:32])=[CH:27][CH:26]=4)[C:20]4=[N:36][CH:37]=[C:38]([C:39]#[N:40])[N:19]4[N:18]=3)[CH:11]=[C:12]([C:14]#[N:15])[CH:13]=2)[CH2:4][C@H:3]1[O:42][Si:43]([C:46]([CH3:49])([CH3:48])[CH3:47])([CH3:45])[CH3:44].[O:50]1[CH2:55][CH2:54][N:53]([CH2:56][C:57](O)=[O:58])[CH2:52][CH2:51]1.CN(C(ON1N=NC2C=CC=NC1=2)=[N+](C)C)C.F[P-](F)(F)(F)(F)F. (4) Given the product [N:43]1[CH:44]=[CH:45][C:40]([C:3]2[N:4]3[C:9]([CH:8]=[CH:7][CH:6]=[CH:5]3)=[CH:1][C:2]=2[C:10]#[N:11])=[CH:41][CH:42]=1, predict the reactants needed to synthesize it. The reactants are: [CH:1]1[C:2]([C:10]#[N:11])=[CH:3][N:4]2[C:9]=1[CH:8]=[CH:7][CH:6]=[CH:5]2.F[B-](F)(F)F.C1(P(C2CCCC2)C2CCCC2)CCCC1.C([O-])([O-])=O.[Cs+].[Cs+].Cl[C:40]1[CH:45]=[CH:44][N:43]=[CH:42][CH:41]=1. (5) Given the product [C:32]([O:31][C:29]([NH:28][C:25]1[N:24]=[CH:23][C:22]([CH2:21][CH:13]([NH:12][S:6]([N:9]2[CH2:2][CH2:3][O:4][C:10]2=[O:11])(=[O:8])=[O:7])[C:14]([O:16][C:17]([CH3:18])([CH3:19])[CH3:20])=[O:15])=[CH:27][CH:26]=1)=[O:30])([CH3:35])([CH3:34])[CH3:33], predict the reactants needed to synthesize it. The reactants are: Br[CH2:2][CH2:3][OH:4].Cl[S:6]([N:9]=[C:10]=[O:11])(=[O:8])=[O:7].[NH2:12][CH:13]([CH2:21][C:22]1[CH:23]=[N:24][C:25]([NH:28][C:29]([O:31][C:32]([CH3:35])([CH3:34])[CH3:33])=[O:30])=[CH:26][CH:27]=1)[C:14]([O:16][C:17]([CH3:20])([CH3:19])[CH3:18])=[O:15].C(N(CC)CC)C.